This data is from Reaction yield outcomes from USPTO patents with 853,638 reactions. The task is: Predict the reaction yield, written as a fraction of the theoretical maximum amount of product (1.0 means a 100% yield; for example, 0.34 means a 34% yield). (1) The reactants are [C:1]([NH2:9])(=[O:8])[C:2]1[CH:7]=[CH:6][CH:5]=[CH:4][CH:3]=1.[CH3:10][N:11]([CH3:19])[C:12]1[CH:17]=[CH:16][CH:15]=[CH:14][C:13]=1I. No catalyst specified. The product is [CH3:10][N:11]([CH3:19])[C:12]1[CH:17]=[CH:16][CH:15]=[CH:14][C:13]=1[NH:9][C:1](=[O:8])[C:2]1[CH:7]=[CH:6][CH:5]=[CH:4][CH:3]=1. The yield is 0.950. (2) The reactants are [CH3:1][O:2][C:3]1[CH:4]=[CH:5][CH:6]=[C:7]2[C:11]=1[CH:10]([NH:12][C:13]1[C:18]([CH2:19][OH:20])=[CH:17][N:16]=[C:15]([S:21][CH3:22])[N:14]=1)[CH2:9][CH2:8]2. The catalyst is ClCCl.[O-2].[O-2].[Mn+4]. The product is [CH3:1][O:2][C:3]1[CH:4]=[CH:5][CH:6]=[C:7]2[C:11]=1[CH:10]([NH:12][C:13]1[C:18]([CH:19]=[O:20])=[CH:17][N:16]=[C:15]([S:21][CH3:22])[N:14]=1)[CH2:9][CH2:8]2. The yield is 0.800. (3) The reactants are [C@H:1]([O:5][C:6]1[CH:15]=[C:14]2[C:9]([CH2:10][C:11](=[O:41])[N:12]([C:23]3[CH:28]=[CH:27][C:26]([N:29]([CH2:31][C@H:32]4[CH2:37][CH2:36][C@H:35]([NH:38][CH2:39][CH3:40])[CH2:34][CH2:33]4)[CH3:30])=[CH:25][CH:24]=3)[CH:13]2[C:16]2[CH:21]=[CH:20][C:19]([Cl:22])=[CH:18][CH:17]=2)=[CH:8][C:7]=1[O:42][CH3:43])([CH2:3][CH3:4])[CH3:2].[CH3:44]C(O)=O.C=O.[BH-](OC(C)=O)(OC(C)=O)OC(C)=O.[Na+]. The catalyst is CC#N. The product is [C@H:1]([O:5][C:6]1[CH:15]=[C:14]2[C:9]([CH2:10][C:11](=[O:41])[N:12]([C:23]3[CH:28]=[CH:27][C:26]([N:29]([CH2:31][C@H:32]4[CH2:33][CH2:34][C@H:35]([N:38]([CH2:39][CH3:40])[CH3:44])[CH2:36][CH2:37]4)[CH3:30])=[CH:25][CH:24]=3)[CH:13]2[C:16]2[CH:17]=[CH:18][C:19]([Cl:22])=[CH:20][CH:21]=2)=[CH:8][C:7]=1[O:42][CH3:43])([CH2:3][CH3:4])[CH3:2]. The yield is 0.440. (4) The reactants are ClC(Cl)C(O)=O.N[C:8]1[N:9]([C:29]2[C:38]3[C:33](=[CH:34][CH:35]=[CH:36][CH:37]=3)[C:32]([CH:39]3[CH2:41][CH2:40]3)=[CH:31][CH:30]=2)[C:10]([S:13][CH2:14][C:15]([NH:17][C:18]2[CH:23]=[CH:22][C:21]([S:24](=[O:27])(=[O:26])[NH2:25])=[CH:20][C:19]=2[Cl:28])=[O:16])=[N:11][N:12]=1.N([O-])=O.[Na+].[Br:46]CBr. No catalyst specified. The product is [Br:46][C:8]1[N:9]([C:29]2[C:38]3[C:33](=[CH:34][CH:35]=[CH:36][CH:37]=3)[C:32]([CH:39]3[CH2:41][CH2:40]3)=[CH:31][CH:30]=2)[C:10]([S:13][CH2:14][C:15]([NH:17][C:18]2[CH:23]=[CH:22][C:21]([S:24](=[O:27])(=[O:26])[NH2:25])=[CH:20][C:19]=2[Cl:28])=[O:16])=[N:11][N:12]=1. The yield is 0.310. (5) The reactants are [C:1]([CH2:9][C:10]([C:12]([F:15])([F:14])[F:13])=O)(=O)[C:2]1[CH:7]=[CH:6][CH:5]=[CH:4][CH:3]=1.Cl.[NH2:17][OH:18].[OH-:19].[Na+]. No catalyst specified. The product is [C:2]1([C:1]2[CH2:9][C:10]([OH:19])([C:12]([F:13])([F:14])[F:15])[O:18][N:17]=2)[CH:7]=[CH:6][CH:5]=[CH:4][CH:3]=1. The yield is 0.910.